From a dataset of Forward reaction prediction with 1.9M reactions from USPTO patents (1976-2016). Predict the product of the given reaction. (1) Given the reactants [F:1][C:2]1[CH:3]=[CH:4][C:5]([N+:39]([O-])=O)=[C:6]([NH:8][C:9]2[C:17]3[O:16][CH2:15][C@H:14]([N:18]([C:33](=[O:38])[C:34]([F:37])([F:36])[F:35])[C:19]4[CH:32]=[CH:31][C:22]5[C@H:23]([CH2:26][C:27]([O:29][CH3:30])=[O:28])[CH2:24][O:25][C:21]=5[CH:20]=4)[C:13]=3[CH:12]=[CH:11][CH:10]=2)[CH:7]=1, predict the reaction product. The product is: [NH2:39][C:5]1[CH:4]=[CH:3][C:2]([F:1])=[CH:7][C:6]=1[NH:8][C:9]1[C:17]2[O:16][CH2:15][C@H:14]([N:18]([C:33](=[O:38])[C:34]([F:36])([F:37])[F:35])[C:19]3[CH:32]=[CH:31][C:22]4[C@H:23]([CH2:26][C:27]([O:29][CH3:30])=[O:28])[CH2:24][O:25][C:21]=4[CH:20]=3)[C:13]=2[CH:12]=[CH:11][CH:10]=1. (2) Given the reactants C([O:5][C:6](=[O:16])[C:7]1[CH:12]=[CH:11][CH:10]=[C:9]([C:13](=[NH:15])[NH2:14])[CH:8]=1)(C)(C)C.CN([CH:20]=[CH:21][C:22]([C:24]1[CH:29]=[CH:28][C:27]([F:30])=[CH:26][CH:25]=1)=O)C.[H-].[Na+], predict the reaction product. The product is: [F:30][C:27]1[CH:28]=[CH:29][C:24]([C:22]2[CH:21]=[CH:20][N:14]=[C:13]([C:9]3[CH:8]=[C:7]([CH:12]=[CH:11][CH:10]=3)[C:6]([OH:5])=[O:16])[N:15]=2)=[CH:25][CH:26]=1.